From a dataset of Cav3 T-type calcium channel HTS with 100,875 compounds. Binary Classification. Given a drug SMILES string, predict its activity (active/inactive) in a high-throughput screening assay against a specified biological target. (1) The compound is S(=O)(=O)(Nc1c(C(=O)Nc2c(N3CCOCC3)cccc2)cccc1)c1ccc(OCC)cc1. The result is 0 (inactive). (2) The drug is S(CC(=O)Nc1ccc(N2CCOCC2)cc1)c1n(c2ccc(OC)cc2)cnn1. The result is 0 (inactive). (3) The drug is Clc1c(ccc(NC(=O)CS(=O)CC(=O)NC(CCc2occc2)C)c1)C. The result is 0 (inactive). (4) The drug is s1c2c(CCCC2)c(c1NC(=O)CSc1n(\c([nH]n1)=C1\c2c(N=C1)cccc2)C)C(OCC)=O. The result is 0 (inactive). (5) The drug is O(C1(C(=O)c2c(cc(n(C(CO)CO)c2)c2ccc(cc2)C#N)=CC1=O)C)C(=O)CCc1ccccc1. The result is 0 (inactive). (6) The compound is O(c1ccc(c2nn(c3ccccc3)cc2C#N)cc1)C. The result is 0 (inactive). (7) The drug is O=C(NCCC)c1cc2nc(c(nc2cc1)c1ccccc1)c1ccccc1. The result is 0 (inactive).